From a dataset of Reaction yield outcomes from USPTO patents with 853,638 reactions. Predict the reaction yield, written as a fraction of the theoretical maximum amount of product (1.0 means a 100% yield; for example, 0.34 means a 34% yield). (1) The reactants are Br[C:2]1[CH:7]=[CH:6][CH:5]=[CH:4][C:3]=1[CH2:8][O:9][CH:10]([O:12][CH2:13][CH3:14])[CH3:11].[Mg].BrCC.CON(C)[C:22]([C:24]1[CH:28]=[C:27]([CH3:29])[O:26][N:25]=1)=[O:23]. The catalyst is O.C1COCC1. The product is [CH3:29][C:27]1[O:26][N:25]=[C:24]([C:22]([C:2]2[CH:7]=[CH:6][CH:5]=[CH:4][C:3]=2[CH2:8][O:9][CH:10]([O:12][CH2:13][CH3:14])[CH3:11])=[O:23])[CH:28]=1. The yield is 0.902. (2) The reactants are [CH2:1]([O:3][C:4](=[O:25])[C:5]([CH3:24])([O:17][C:18]1[CH:23]=[CH:22][CH:21]=[CH:20][CH:19]=1)[CH2:6][C:7]1[CH:12]=[CH:11][C:10]([OH:13])=[C:9]([CH2:14][CH2:15][CH3:16])[CH:8]=1)[CH3:2].C(=O)([O-])[O-].[Cs+].[Cs+].[C:32]1([C:38]2[O:39][C:40]([CH3:56])=[C:41]([CH2:43][CH2:44]OS(C3C=CC(C)=CC=3)(=O)=O)[N:42]=2)[CH:37]=[CH:36][CH:35]=[CH:34][CH:33]=1. The catalyst is CN(C=O)C. The product is [CH2:1]([O:3][C:4](=[O:25])[C:5]([CH3:24])([O:17][C:18]1[CH:23]=[CH:22][CH:21]=[CH:20][CH:19]=1)[CH2:6][C:7]1[CH:12]=[CH:11][C:10]([O:13][CH2:44][CH2:43][C:41]2[N:42]=[C:38]([C:32]3[CH:37]=[CH:36][CH:35]=[CH:34][CH:33]=3)[O:39][C:40]=2[CH3:56])=[C:9]([CH2:14][CH2:15][CH3:16])[CH:8]=1)[CH3:2]. The yield is 0.600. (3) The reactants are Cl[CH2:2][C:3]1[N:4]=[C:5]2[N:10]=[CH:9][C:8]([C:11]3[CH:16]=[CH:15][C:14]([F:17])=[CH:13][C:12]=3[F:18])=[N:7][N:6]2[CH:19]=1.[C:20]1([OH:26])[CH:25]=[CH:24][CH:23]=[CH:22][CH:21]=1.C(=O)([O-])[O-].[K+].[K+]. The catalyst is CN(C)C=O. The product is [F:18][C:12]1[CH:13]=[C:14]([F:17])[CH:15]=[CH:16][C:11]=1[C:8]1[CH:9]=[N:10][C:5]2[N:6]([CH:19]=[C:3]([CH2:2][O:26][C:20]3[CH:25]=[CH:24][CH:23]=[CH:22][CH:21]=3)[N:4]=2)[N:7]=1. The yield is 0.500. (4) The reactants are [Cl:1][C:2]1[C:7]([N:8]2[CH2:13][CH2:12][CH:11]([C:14]3[CH:19]=[CH:18][C:17]([O:20][CH3:21])=[CH:16][C:15]=3[O:22][CH3:23])[CH2:10][CH2:9]2)=[CH:6][N:5]=[N:4][C:3]=1[NH:24][NH:25][C:26](=O)[CH2:27][C:28]([F:31])([F:30])[F:29].P(Cl)(Cl)(Cl)=O. The catalyst is C(#N)C.C(OCC)(=O)C.O. The product is [Cl:1][C:2]1[C:3]2[N:4]([C:26]([CH2:27][C:28]([F:30])([F:31])[F:29])=[N:25][N:24]=2)[N:5]=[CH:6][C:7]=1[N:8]1[CH2:13][CH2:12][CH:11]([C:14]2[CH:19]=[CH:18][C:17]([O:20][CH3:21])=[CH:16][C:15]=2[O:22][CH3:23])[CH2:10][CH2:9]1. The yield is 0.00500.